This data is from Catalyst prediction with 721,799 reactions and 888 catalyst types from USPTO. The task is: Predict which catalyst facilitates the given reaction. (1) Reactant: [Cl:1][C:2]1[CH:25]=[CH:24][CH:23]=[CH:22][C:3]=1[C:4]([NH:6][C:7]1[C:8](Cl)=[N:9][CH:10]=[N:11][C:12]=1[NH:13][C:14]1[CH:19]=[CH:18][C:17]([Cl:20])=[CH:16][CH:15]=1)=O.[OH:26]S(O)(=O)=O.O. Product: [Cl:20][C:17]1[CH:18]=[CH:19][C:14]([N:13]2[C:4]([C:3]3[CH:22]=[CH:23][CH:24]=[CH:25][C:2]=3[Cl:1])=[N:6][C:7]3[C:12]2=[N:11][CH:10]=[N:9][C:8]=3[OH:26])=[CH:15][CH:16]=1. The catalyst class is: 32. (2) Reactant: Br[CH2:2][CH2:3][CH2:4][OH:5].N[C@H](C(O)=O)CC1C=C2C(C=CC=C2)=CC=1.C([O-])([O-])=O.[K+].[K+].[C:28]1([CH:34]([C:49]2[CH:54]=[CH:53][CH:52]=[CH:51][CH:50]=2)[CH2:35][NH:36][CH2:37][C:38]2[CH:43]=[CH:42][CH:41]=[C:40]([C:44]([F:47])([F:46])[F:45])[C:39]=2[Cl:48])[CH:33]=[CH:32][CH:31]=[CH:30][CH:29]=1. Product: [C:49]1([CH:34]([C:28]2[CH:33]=[CH:32][CH:31]=[CH:30][CH:29]=2)[CH2:35][N:36]([CH2:2][CH2:3][CH2:4][OH:5])[CH2:37][C:38]2[CH:43]=[CH:42][CH:41]=[C:40]([C:44]([F:45])([F:46])[F:47])[C:39]=2[Cl:48])[CH:50]=[CH:51][CH:52]=[CH:53][CH:54]=1. The catalyst class is: 10. (3) Reactant: C([SiH](CC)CC)C.[CH3:8][C:9]1[CH:29]=[C:28]([C:30]2[C:34]([CH:35]=O)=[C:33]([O:37][CH2:38][CH2:39][CH3:40])[N:32]([CH3:41])[N:31]=2)[CH:27]=[CH:26][C:10]=1[O:11][CH2:12][C:13]1[CH:18]=[CH:17][CH:16]=[CH:15][C:14]=1[N:19]1[C:23](=[O:24])[N:22]([CH3:25])[N:21]=[N:20]1. Product: [CH3:8][C:9]1[CH:29]=[C:28]([C:30]2[C:34]([CH3:35])=[C:33]([O:37][CH2:38][CH2:39][CH3:40])[N:32]([CH3:41])[N:31]=2)[CH:27]=[CH:26][C:10]=1[O:11][CH2:12][C:13]1[CH:18]=[CH:17][CH:16]=[CH:15][C:14]=1[N:19]1[C:23](=[O:24])[N:22]([CH3:25])[N:21]=[N:20]1. The catalyst class is: 55. (4) Reactant: [NH2:1][C@:2]12[CH2:37][CH2:36][C@@H:35]([CH:38]([CH3:40])[CH3:39])[C@@H:3]1[C@@H:4]1[C@@:17]([CH3:20])([CH2:18][CH2:19]2)[C@@:16]2([CH3:21])[C@@H:7]([C@:8]3([CH3:34])[C@@H:13]([CH2:14][CH2:15]2)[C:12]([CH3:23])([CH3:22])[C@@H:11]([C:24]2[CH:33]=[CH:32][C:27]([C:28]([O:30][CH3:31])=[O:29])=[CH:26][CH:25]=2)[CH2:10][CH2:9]3)[CH2:6][CH2:5]1.Cl[CH2:42][CH2:43][N:44]1[CH2:49][CH2:48][S:47](=[O:51])(=[O:50])[CH2:46][CH2:45]1.P([O-])([O-])([O-])=O.[K+].[K+].[K+].[I-].[K+]. Product: [O:50]=[S:47]1(=[O:51])[CH2:48][CH2:49][N:44]([CH2:43][CH2:42][NH:1][C@:2]23[CH2:37][CH2:36][C@@H:35]([CH:38]([CH3:40])[CH3:39])[C@@H:3]2[C@@H:4]2[C@@:17]([CH3:20])([CH2:18][CH2:19]3)[C@@:16]3([CH3:21])[C@@H:7]([C@:8]4([CH3:34])[C@@H:13]([CH2:14][CH2:15]3)[C:12]([CH3:22])([CH3:23])[C@@H:11]([C:24]3[CH:25]=[CH:26][C:27]([C:28]([O:30][CH3:31])=[O:29])=[CH:32][CH:33]=3)[CH2:10][CH2:9]4)[CH2:6][CH2:5]2)[CH2:45][CH2:46]1. The catalyst class is: 10. (5) Reactant: [N:1]1([C:6]2[N:11]=[CH:10][C:9]([O:12][CH2:13][C:14]3[CH:18]=[N:17][N:16]([CH:19]4[CH2:24][CH2:23][N:22]([C:25]5[N:30]=[CH:29][C:28]([C:31]([O-:33])=[O:32])=[CH:27][N:26]=5)[CH2:21][CH2:20]4)[N:15]=3)=[CH:8][CH:7]=2)[CH:5]=[N:4][N:3]=[N:2]1.[OH-].[Na+].Cl. Product: [N:1]1([C:6]2[N:11]=[CH:10][C:9]([O:12][CH2:13][C:14]3[CH:18]=[N:17][N:16]([CH:19]4[CH2:20][CH2:21][N:22]([C:25]5[N:26]=[CH:27][C:28]([C:31]([OH:33])=[O:32])=[CH:29][N:30]=5)[CH2:23][CH2:24]4)[N:15]=3)=[CH:8][CH:7]=2)[CH:5]=[N:4][N:3]=[N:2]1. The catalyst class is: 5. (6) Reactant: [OH:1][C@@:2]1([C:9]#[C:10][C:11]2[CH:12]=[C:13]([N:17]3[C:25]4[CH2:24][CH2:23][N:22]([S:26]([CH3:29])(=[O:28])=[O:27])[CH2:21][C:20]=4[C:19]([C:30]([O:32]CC)=O)=[N:18]3)[CH:14]=[CH:15][CH:16]=2)[CH2:6][CH2:5][N:4]([CH3:7])[C:3]1=[O:8].[NH3:35]. The catalyst class is: 5. Product: [OH:1][C@@:2]1([C:9]#[C:10][C:11]2[CH:12]=[C:13]([N:17]3[C:25]4[CH2:24][CH2:23][N:22]([S:26]([CH3:29])(=[O:28])=[O:27])[CH2:21][C:20]=4[C:19]([C:30]([NH2:35])=[O:32])=[N:18]3)[CH:14]=[CH:15][CH:16]=2)[CH2:6][CH2:5][N:4]([CH3:7])[C:3]1=[O:8]. (7) Reactant: Br[C:2]1[N:6]([CH3:7])[N:5]=[C:4]([CH3:8])[C:3]=1[C:9]1[C:14]([F:15])=[CH:13][C:12]([O:16][CH3:17])=[CH:11][C:10]=1[F:18].C1(P(C2C=CC=CC=2)C2C3OC4C(=CC=CC=4P(C4C=CC=CC=4)C4C=CC=CC=4)C(C)(C)C=3C=CC=2)C=CC=CC=1.C(=O)([O-])[O-].[K+].[K+].[F:67][C:68]1[CH:74]=[C:73]([F:75])[CH:72]=[C:71]([F:76])[C:69]=1[NH2:70]. Product: [F:18][C:10]1[CH:11]=[C:12]([O:16][CH3:17])[CH:13]=[C:14]([F:15])[C:9]=1[C:3]1[C:4]([CH3:8])=[N:5][N:6]([CH3:7])[C:2]=1[NH:70][C:69]1[C:68]([F:67])=[CH:74][C:73]([F:75])=[CH:72][C:71]=1[F:76]. The catalyst class is: 160. (8) Reactant: [NH2:1][C:2]1[C:7]([C:8]#[N:9])=[C:6]([C:10]2[CH:15]=[CH:14][C:13]([N+:16]([O-])=O)=[CH:12][CH:11]=2)[C:5]([C:19]#[N:20])=[C:4]([O:21][CH3:22])[N:3]=1. Product: [NH2:1][C:2]1[C:7]([C:8]#[N:9])=[C:6]([C:10]2[CH:11]=[CH:12][C:13]([NH2:16])=[CH:14][CH:15]=2)[C:5]([C:19]#[N:20])=[C:4]([O:21][CH3:22])[N:3]=1. The catalyst class is: 99. (9) Reactant: O=[C:2]([C:8]1[CH:13]=[CH:12][C:11]([C:14]([F:17])([F:16])[F:15])=[CH:10][CH:9]=1)[CH2:3][C:4]([O:6]C)=O.[NH2:18][C:19]([CH2:25][CH3:26])=[CH:20][C:21]([O:23][CH3:24])=[O:22]. Product: [CH2:25]([C:19]1[NH:18][C:2]([C:8]2[CH:13]=[CH:12][C:11]([C:14]([F:17])([F:16])[F:15])=[CH:10][CH:9]=2)=[CH:3][C:4](=[O:6])[C:20]=1[C:21]([O:23][CH3:24])=[O:22])[CH3:26]. The catalyst class is: 113. (10) Reactant: [BH4-].[Na+].[C:3]([C:6]1[O:7][CH:8]=[C:9]([C:11]([NH:13][CH2:14][C@@H:15]([N:17]2[CH:21]=[CH:20][C:19]([C:22]3[CH:27]=[CH:26][C:25]([C:28]#[N:29])=[C:24]([Cl:30])[C:23]=3[CH3:31])=[N:18]2)[CH3:16])=[O:12])[N:10]=1)(=[O:5])[CH3:4]. The catalyst class is: 8. Product: [Cl:30][C:24]1[C:23]([CH3:31])=[C:22]([C:19]2[CH:20]=[CH:21][N:17]([C@@H:15]([CH3:16])[CH2:14][NH:13][C:11]([C:9]3[N:10]=[C:6]([CH:3]([OH:5])[CH3:4])[O:7][CH:8]=3)=[O:12])[N:18]=2)[CH:27]=[CH:26][C:25]=1[C:28]#[N:29].